From a dataset of NCI-60 drug combinations with 297,098 pairs across 59 cell lines. Regression. Given two drug SMILES strings and cell line genomic features, predict the synergy score measuring deviation from expected non-interaction effect. (1) Drug 1: CC1CCC2CC(C(=CC=CC=CC(CC(C(=O)C(C(C(=CC(C(=O)CC(OC(=O)C3CCCCN3C(=O)C(=O)C1(O2)O)C(C)CC4CCC(C(C4)OC)O)C)C)O)OC)C)C)C)OC. Drug 2: CS(=O)(=O)CCNCC1=CC=C(O1)C2=CC3=C(C=C2)N=CN=C3NC4=CC(=C(C=C4)OCC5=CC(=CC=C5)F)Cl. Cell line: HL-60(TB). Synergy scores: CSS=3.28, Synergy_ZIP=-0.905, Synergy_Bliss=-1.20, Synergy_Loewe=-3.37, Synergy_HSA=-1.79. (2) Drug 1: CN1CCC(CC1)COC2=C(C=C3C(=C2)N=CN=C3NC4=C(C=C(C=C4)Br)F)OC. Drug 2: C(CCl)NC(=O)N(CCCl)N=O. Cell line: UACC-257. Synergy scores: CSS=-2.21, Synergy_ZIP=-1.15, Synergy_Bliss=-2.94, Synergy_Loewe=-6.97, Synergy_HSA=-5.23. (3) Drug 1: CC(CN1CC(=O)NC(=O)C1)N2CC(=O)NC(=O)C2. Drug 2: CCC1(C2=C(COC1=O)C(=O)N3CC4=CC5=C(C=CC(=C5CN(C)C)O)N=C4C3=C2)O.Cl. Cell line: SK-OV-3. Synergy scores: CSS=7.66, Synergy_ZIP=-5.61, Synergy_Bliss=0.00860, Synergy_Loewe=-7.92, Synergy_HSA=1.39. (4) Drug 1: CNC(=O)C1=CC=CC=C1SC2=CC3=C(C=C2)C(=NN3)C=CC4=CC=CC=N4. Drug 2: C1CC(=O)NC(=O)C1N2C(=O)C3=CC=CC=C3C2=O. Cell line: HL-60(TB). Synergy scores: CSS=10.4, Synergy_ZIP=-2.58, Synergy_Bliss=-3.30, Synergy_Loewe=-9.69, Synergy_HSA=-3.36. (5) Drug 1: C1=C(C(=O)NC(=O)N1)F. Drug 2: C1CN(CCN1C(=O)CCBr)C(=O)CCBr. Cell line: M14. Synergy scores: CSS=23.3, Synergy_ZIP=1.38, Synergy_Bliss=2.84, Synergy_Loewe=-4.65, Synergy_HSA=0.345. (6) Drug 1: C1=NC2=C(N1)C(=S)N=CN2. Drug 2: C1C(C(OC1N2C=NC3=C2NC=NCC3O)CO)O. Cell line: A549. Synergy scores: CSS=28.9, Synergy_ZIP=-7.26, Synergy_Bliss=2.42, Synergy_Loewe=0.996, Synergy_HSA=3.28. (7) Drug 1: C1=C(C(=O)NC(=O)N1)F. Cell line: CAKI-1. Synergy scores: CSS=32.9, Synergy_ZIP=4.69, Synergy_Bliss=6.02, Synergy_Loewe=8.58, Synergy_HSA=10.8. Drug 2: CCN(CC)CCCC(C)NC1=C2C=C(C=CC2=NC3=C1C=CC(=C3)Cl)OC.